Dataset: Catalyst prediction with 721,799 reactions and 888 catalyst types from USPTO. Task: Predict which catalyst facilitates the given reaction. (1) Reactant: [NH2:1][C:2]1[CH:3]=[CH:4][C:5]([C:8]#[N:9])=[N:6][CH:7]=1.[CH3:10][CH:11]1[CH2:16][C:15](=[O:17])[O:14][C:13](=[O:18])[CH2:12]1.C1(C)C=CC=CC=1.CS(C)=O. Product: [C:8]([C:5]1[N:6]=[CH:7][C:2]([NH:1][C:15]([CH2:16][CH:11]([CH3:10])[CH2:12][C:13]([OH:18])=[O:14])=[O:17])=[CH:3][CH:4]=1)#[N:9]. The catalyst class is: 6. (2) Reactant: [NH:1]1[C:9]2[C:4](=[CH:5][CH:6]=[CH:7][CH:8]=2)[CH:3]=[CH:2]1.[S:10](=[O:13])([OH:12])[O-:11].[Na+:14]. Product: [NH:1]1[C:9]2[C:4](=[CH:5][CH:6]=[CH:7][CH:8]=2)[CH:3]=[C:2]1[S:10]([O-:13])(=[O:12])=[O:11].[Na+:14]. The catalyst class is: 40. (3) Reactant: [H-].[Na+].[NH2:3][C:4]1[CH:13]=[CH:12][C:11]([OH:14])=[CH:10][C:5]=1[C:6]([O:8][CH3:9])=[O:7].I[CH2:16][C:17]([NH2:19])=[O:18].O. Product: [NH2:3][C:4]1[CH:13]=[CH:12][C:11]([O:14][CH2:16][C:17]([NH2:19])=[O:18])=[CH:10][C:5]=1[C:6]([O:8][CH3:9])=[O:7]. The catalyst class is: 3. (4) Reactant: [CH2:1]([N:3]1[C:8]([CH3:10])([CH3:9])[C:7]([CH3:12])([CH3:11])[O:6][C:5](=[O:13])[CH2:4]1)[CH3:2].C[Si]([N-][Si](C)(C)C)(C)C.[Li+].Br[CH2:25][C:26]([O:28][C:29]([CH3:32])([CH3:31])[CH3:30])=[O:27]. Product: [CH2:1]([N:3]1[C:8]([CH3:10])([CH3:9])[C:7]([CH3:12])([CH3:11])[O:6][C:5](=[O:13])[CH:4]1[CH2:25][C:26]([O:28][C:29]([CH3:32])([CH3:31])[CH3:30])=[O:27])[CH3:2]. The catalyst class is: 7. (5) Reactant: [F:1][C:2]1[CH:11]=[CH:10][C:9]([N:12]2[CH2:17][CH2:16][CH:15]([N:18]3[CH2:23][CH2:22][N:21]([C:24]4[CH:25]=[C:26]([O:34]C)[CH:27]=[C:28]5[C:33]=4[N:32]=[CH:31][CH:30]=[CH:29]5)[CH2:20][CH2:19]3)[CH2:14][CH2:13]2)=[C:8]2[C:3]=1[CH:4]=[CH:5][CH:6]=[N:7]2.[Cl-:36].[Al+3].[Cl-].[Cl-]. Product: [ClH:36].[ClH:36].[ClH:36].[F:1][C:2]1[CH:11]=[CH:10][C:9]([N:12]2[CH2:17][CH2:16][CH:15]([N:18]3[CH2:23][CH2:22][N:21]([C:24]4[CH:25]=[C:26]([OH:34])[CH:27]=[C:28]5[C:33]=4[N:32]=[CH:31][CH:30]=[CH:29]5)[CH2:20][CH2:19]3)[CH2:14][CH2:13]2)=[C:8]2[C:3]=1[CH:4]=[CH:5][CH:6]=[N:7]2. The catalyst class is: 48. (6) Reactant: C(OC([N:8]1[CH2:13][CH2:12][N:11]([C:14]2[C:15]3[CH2:23][CH2:22][CH2:21][NH:20][C:16]=3[N:17]=[CH:18][N:19]=2)[CH2:10][CH2:9]1)=O)(C)(C)C.[ClH:24]. Product: [N:11]1([C:14]2[C:15]3[CH2:23][CH2:22][CH2:21][NH:20][C:16]=3[N:17]=[CH:18][N:19]=2)[CH2:12][CH2:13][NH:8][CH2:9][CH2:10]1.[ClH:24]. The catalyst class is: 135.